The task is: Predict the reactants needed to synthesize the given product.. This data is from Full USPTO retrosynthesis dataset with 1.9M reactions from patents (1976-2016). The reactants are: [F:1][C:2]1[C:7]([F:8])=[CH:6][CH:5]=[CH:4][C:3]=1[C:9]1[N:13]=[C:12]([C:14]2[CH:15]=[N:16][CH:17]=[CH:18][CH:19]=2)[O:11][N:10]=1.[ClH:20]. Given the product [ClH:20].[F:1][C:2]1[C:7]([F:8])=[CH:6][CH:5]=[CH:4][C:3]=1[C:9]1[N:13]=[C:12]([C:14]2[CH:15]=[N:16][CH:17]=[CH:18][CH:19]=2)[O:11][N:10]=1, predict the reactants needed to synthesize it.